This data is from Reaction yield outcomes from USPTO patents with 853,638 reactions. The task is: Predict the reaction yield, written as a fraction of the theoretical maximum amount of product (1.0 means a 100% yield; for example, 0.34 means a 34% yield). (1) The reactants are P(Br)(Br)[Br:2].[Br:5][C:6]1[CH:11]=[CH:10][C:9]([CH2:12]O)=[C:8]([Cl:14])[CH:7]=1.[OH-].[Na+]. The catalyst is ClC(Cl)C. The product is [Br:5][C:6]1[CH:11]=[CH:10][C:9]([CH2:12][Br:2])=[C:8]([Cl:14])[CH:7]=1. The yield is 0.570. (2) The reactants are C([Li])CCC.CCCCCC.[CH3:12][O:13][C:14]1[CH:19]=[CH:18][CH:17]=[C:16]([CH3:20])[N:15]=1.[CH2:21]=[O:22].[Na+].[Cl-]. The catalyst is C1COCC1. The product is [CH3:12][O:13][C:14]1[N:15]=[C:16]([CH2:20][CH2:21][OH:22])[CH:17]=[CH:18][CH:19]=1. The yield is 0.370.